From a dataset of Catalyst prediction with 721,799 reactions and 888 catalyst types from USPTO. Predict which catalyst facilitates the given reaction. (1) Product: [C:1]([C:3]1[CH:8]=[CH:7][C:6]([CH:9]2[N:14]([C:15]([NH:17][CH:18]3[CH2:23][CH2:22][S:21](=[NH:52])(=[O:24])[CH2:20][CH2:19]3)=[O:16])[C:13](=[O:25])[N:12]([C:26]3[CH:31]=[CH:30][CH:29]=[C:28]([C:32]([F:34])([F:35])[F:33])[CH:27]=3)[C:11]3[CH2:36][CH2:37][C:38](=[O:39])[C:10]2=3)=[CH:5][CH:4]=1)#[N:2]. Reactant: [C:1]([C:3]1[CH:8]=[CH:7][C:6]([CH:9]2[N:14]([C:15]([NH:17][CH:18]3[CH2:23][CH2:22][S:21](=[O:24])[CH2:20][CH2:19]3)=[O:16])[C:13](=[O:25])[N:12]([C:26]3[CH:31]=[CH:30][CH:29]=[C:28]([C:32]([F:35])([F:34])[F:33])[CH:27]=3)[C:11]3[CH2:36][CH2:37][C:38](=[O:39])[C:10]2=3)=[CH:5][CH:4]=1)#[N:2].C1(C)C=C(C)C=C(C)C=1S(O[NH2:52])(=O)=O. The catalyst class is: 4. (2) Reactant: [N+:1]([C:4]1[CH:10]=[CH:9][CH:8]=[CH:7][C:5]=1[NH2:6])([O-:3])=[O:2].C1C(=O)N([Br:18])C(=O)C1. Product: [Br:18][C:9]1[CH:8]=[CH:7][C:5]([NH2:6])=[C:4]([N+:1]([O-:3])=[O:2])[CH:10]=1. The catalyst class is: 313. (3) Reactant: [CH3:1]/[C:2](/[CH2:6][CH2:7][CH:8]=[C:9]([CH3:11])[CH3:10])=[CH:3]\[CH2:4][OH:5].[NH2:12][C:13]1[CH:18]=[CH:17][CH:16]=[CH:15][CH:14]=1.C(N(CC)CC)C.CN(C(ON1N=NC2C=CC=NC1=2)=[N+](C)C)C.F[P-](F)(F)(F)(F)F. Product: [CH3:1]/[C:2](/[CH2:6][CH2:7][CH:8]=[C:9]([CH3:11])[CH3:10])=[CH:3]\[C:4]([NH:12][C:13]1[CH:18]=[CH:17][CH:16]=[CH:15][CH:14]=1)=[O:5]. The catalyst class is: 3.